This data is from Catalyst prediction with 721,799 reactions and 888 catalyst types from USPTO. The task is: Predict which catalyst facilitates the given reaction. Reactant: Cl[C:2](Cl)([O:4]C(=O)OC(Cl)(Cl)Cl)Cl.[C:13]([C:17]1[O:21][N:20]=[C:19]([NH2:22])[CH:18]=1)([CH3:16])([CH3:15])[CH3:14].C(N(CC)C(C)C)(C)C.[C:32]([O:36][C:37]([N:39]1[CH2:45][CH2:44][CH2:43][NH:42][CH2:41][CH2:40]1)=[O:38])([CH3:35])([CH3:34])[CH3:33]. Product: [C:32]([O:36][C:37]([N:39]1[CH2:45][CH2:44][CH2:43][N:42]([C:2](=[O:4])[NH:22][C:19]2[CH:18]=[C:17]([C:13]([CH3:16])([CH3:15])[CH3:14])[O:21][N:20]=2)[CH2:41][CH2:40]1)=[O:38])([CH3:35])([CH3:33])[CH3:34]. The catalyst class is: 4.